From a dataset of CYP3A4 inhibition data for predicting drug metabolism from PubChem BioAssay. Regression/Classification. Given a drug SMILES string, predict its absorption, distribution, metabolism, or excretion properties. Task type varies by dataset: regression for continuous measurements (e.g., permeability, clearance, half-life) or binary classification for categorical outcomes (e.g., BBB penetration, CYP inhibition). Dataset: cyp3a4_veith. (1) The drug is N#C[C@@H](N=Nc1ccccc1C(=O)O)C(N)=O. The result is 0 (non-inhibitor). (2) The compound is Cc1oc2c(O)c(O)ccc2c(=O)c1-c1cnn(-c2ccccc2)c1. The result is 0 (non-inhibitor). (3) The compound is O=C(COc1ccc2ccccc2c1)Nc1ccc(Cc2ccncc2)cc1. The result is 1 (inhibitor). (4) The compound is CCc1ccc2[nH]c(O)c(N=Nc3nc(-c4ccccc4)cs3)c2c1. The result is 0 (non-inhibitor). (5) The drug is COc1ccc(S(=O)(=O)N2CCN(CC(=O)Nc3cc(C(F)(F)F)ccc3Cl)CC2)cc1. The result is 1 (inhibitor). (6) The compound is Cc1cc(C)c2cc(CN(Cc3nnnn3Cc3ccc(F)cc3)C3CCCC3)c(=O)[nH]c2c1. The result is 1 (inhibitor). (7) The drug is CC(=O)OC[C@H]1O[C@@H](CCO/N=C2\[C@@H]3CCn4c(=O)n(-c5ccccc5)c(=O)n4[C@H]3[C@H](O)[C@H]3O[C@H]23)C=C[C@@H]1OC(C)=O. The result is 0 (non-inhibitor). (8) The molecule is CCCc1cc2c(n1Cc1ccco1)C(C)C1CN(C(=O)c3ccccc3)C(C)(C(=O)OC)C21. The result is 1 (inhibitor). (9) The compound is CN(CC(=O)O/N=C(\N)c1ccccn1)S(=O)(=O)c1ccccc1. The result is 0 (non-inhibitor). (10) The drug is Nc1ccc(S(=O)(=O)NCc2nccs2)cc1. The result is 0 (non-inhibitor).